Dataset: Forward reaction prediction with 1.9M reactions from USPTO patents (1976-2016). Task: Predict the product of the given reaction. (1) Given the reactants C([O-])(=O)C.[Na+].Br[CH:7]([C:12]1[CH:16]=[CH:15][NH:14][CH:13]=1)[C:8]([O:10]C)=[O:9].[CH3:17][O:18][C:19]1[CH:25]=[CH:24][C:23]([CH2:26][S:27]([CH2:30][CH2:31][C:32]2[C:37]([O:38][CH3:39])=[CH:36][C:35]([O:40][CH3:41])=[CH:34][C:33]=2[O:42][CH3:43])(=[O:29])=[O:28])=[CH:22][C:20]=1[NH2:21].C(Cl)(Cl)Cl.CO, predict the reaction product. The product is: [CH3:17][O:18][C:19]1[CH:25]=[CH:24][C:23]([CH2:26][S:27]([CH2:30][CH2:31][C:32]2[C:33]([O:42][CH3:43])=[CH:34][C:35]([O:40][CH3:41])=[CH:36][C:37]=2[O:38][CH3:39])(=[O:29])=[O:28])=[CH:22][C:20]=1[NH:21][CH:7]([C:12]1[CH:16]=[CH:15][NH:14][CH:13]=1)[C:8]([OH:10])=[O:9]. (2) Given the reactants [CH3:1][O:2][C:3]1[CH:10]=[CH:9][C:6]([CH:7]=O)=[CH:5][CH:4]=1.[C:11]1([CH2:17][C:18]([OH:20])=[O:19])[CH:16]=[CH:15][CH:14]=[CH:13][CH:12]=1.C(N(CC)CC)C.C(=O)([O-])[O-].[K+].[K+], predict the reaction product. The product is: [CH3:1][O:2][C:3]1[CH:10]=[CH:9][C:6]([CH:7]=[C:17]([C:11]2[CH:16]=[CH:15][CH:14]=[CH:13][CH:12]=2)[C:18]([OH:20])=[O:19])=[CH:5][CH:4]=1. (3) Given the reactants [CH3:1][S:2]([OH:5])(=[O:4])=[O:3].[Si]([O:13][CH2:14][CH2:15][N:16]([C:42]#[N:43])[C:17]1[CH:22]=[CH:21][C:20]([N:23]2[C:31](=[O:32])[C:30]3[C:25](=[CH:26][CH:27]=[CH:28][C:29]=3[NH:33][C:34]([C:36]3[S:37][C:38]([Cl:41])=[CH:39][CH:40]=3)=[O:35])[CH2:24]2)=[CH:19][CH:18]=1)(C(C)(C)C)(C)C.C(#N)C.O, predict the reaction product. The product is: [CH3:1][S:2]([OH:5])(=[O:4])=[O:3].[Cl:41][C:38]1[S:37][C:36]([C:34]([NH:33][C:29]2[CH:28]=[CH:27][CH:26]=[C:25]3[C:30]=2[C:31](=[O:32])[N:23]([C:20]2[CH:21]=[CH:22][C:17]([N:16]4[CH2:15][CH2:14][O:13][C:42]4=[NH:43])=[CH:18][CH:19]=2)[CH2:24]3)=[O:35])=[CH:40][CH:39]=1. (4) Given the reactants [Br:1][C:2]1[C:10]2[O:9][CH:8]([CH2:11][OH:12])[CH2:7][C:6]=2[CH:5]=[C:4]([CH2:13][CH3:14])[CH:3]=1.[C:15]1([CH3:25])[CH:20]=[CH:19][C:18]([S:21](Cl)(=[O:23])=[O:22])=[CH:17][CH:16]=1.CC1C=CC(S(OCC2CC3C(C(F)(F)F)=CC=C(Cl)C=3O2)(=O)=O)=CC=1, predict the reaction product. The product is: [CH3:25][C:15]1[CH:20]=[CH:19][C:18]([S:21]([O:12][CH2:11][CH:8]2[CH2:7][C:6]3[CH:5]=[C:4]([CH2:13][CH3:14])[CH:3]=[C:2]([Br:1])[C:10]=3[O:9]2)(=[O:23])=[O:22])=[CH:17][CH:16]=1.